This data is from Reaction yield outcomes from USPTO patents with 853,638 reactions. The task is: Predict the reaction yield, written as a fraction of the theoretical maximum amount of product (1.0 means a 100% yield; for example, 0.34 means a 34% yield). (1) The reactants are [CH3:1][N:2]1[CH:6]=[CH:5][C:4]([NH2:7])=[N:3]1.Br[C:9]1[C:10](=[O:17])[N:11]([CH3:16])[CH:12]=[C:13]([Br:15])[CH:14]=1.C(=O)([O-])[O-].[Cs+].[Cs+].CC1(C)C2C(=C(P(C3C=CC=CC=3)C3C=CC=CC=3)C=CC=2)OC2C(P(C3C=CC=CC=3)C3C=CC=CC=3)=CC=CC1=2. The catalyst is C1C=CC(/C=C/C(/C=C/C2C=CC=CC=2)=O)=CC=1.C1C=CC(/C=C/C(/C=C/C2C=CC=CC=2)=O)=CC=1.C1C=CC(/C=C/C(/C=C/C2C=CC=CC=2)=O)=CC=1.[Pd].[Pd].O1CCOCC1. The product is [Br:15][C:13]1[CH:14]=[C:9]([NH:7][C:4]2[CH:5]=[CH:6][N:2]([CH3:1])[N:3]=2)[C:10](=[O:17])[N:11]([CH3:16])[CH:12]=1. The yield is 0.320. (2) The reactants are [CH3:1][C:2]1[CH:3]=[C:4]([CH:8]=[CH:9][C:10]=1[C:11]([N:13]1[CH2:17][CH2:16][CH2:15][CH2:14]1)=[O:12])[C:5]([OH:7])=O.CN(C(ON1N=NC2C=CC=CC1=2)=[N+](C)C)C.[B-](F)(F)(F)F.C(N(C(C)C)CC)(C)C.[Cl:49][C:50]1[CH:60]=[CH:59][C:53]2[NH:54][C:55]([CH2:57][NH2:58])=[N:56][C:52]=2[CH:51]=1.ClCl. The catalyst is O1CCCC1.ClCCl.C(O)C. The product is [Cl:49][C:50]1[CH:60]=[CH:59][C:53]2[NH:54][C:55]([CH2:57][NH:58][C:5](=[O:7])[C:4]3[CH:8]=[CH:9][C:10]([C:11]([N:13]4[CH2:17][CH2:16][CH2:15][CH2:14]4)=[O:12])=[C:2]([CH3:1])[CH:3]=3)=[N:56][C:52]=2[CH:51]=1. The yield is 0.990. (3) The reactants are [CH:1]1([C:4]2[N:5]=[CH:6][C:7]([O:10][CH:11]3[C:26](=[O:27])[N:14]4[CH2:15][CH2:16][N:17](C(OC(C)(C)C)=O)[CH2:18][CH:13]4[CH2:12]3)=[N:8][CH:9]=2)[CH2:3][CH2:2]1.Cl.[F:29][C:30]([F:42])([F:41])[C:31]1[CH:32]=[C:33]([S:37](Cl)(=[O:39])=[O:38])[CH:34]=[CH:35][CH:36]=1.C(N(CC)CC)C. The catalyst is O1CCOCC1.C(Cl)Cl. The product is [CH:1]1([C:4]2[N:5]=[CH:6][C:7]([O:10][CH:11]3[C:26](=[O:27])[N:14]4[CH2:15][CH2:16][N:17]([S:37]([C:33]5[CH:34]=[CH:35][CH:36]=[C:31]([C:30]([F:42])([F:41])[F:29])[CH:32]=5)(=[O:39])=[O:38])[CH2:18][CH:13]4[CH2:12]3)=[N:8][CH:9]=2)[CH2:3][CH2:2]1. The yield is 0.900. (4) The reactants are [OH:1][C:2]1[CH:7]=[CH:6][C:5]([N:8]2[C:13](=[O:14])[C:12]([CH2:15][C:16]3[CH:21]=[CH:20][C:19]([C:22]4[C:23]([C:28]#[N:29])=[CH:24][CH:25]=[CH:26][CH:27]=4)=[CH:18][CH:17]=3)=[C:11]([CH2:30][CH2:31][CH3:32])[N:10]=[C:9]2[CH3:33])=[CH:4][CH:3]=1.[O:34]1[CH2:39][CH2:38][CH:37](O)[CH2:36][CH2:35]1.C1(P(C2C=CC=CC=2)C2C=CC=CC=2)C=CC=CC=1.[N:61]([C:62]([O:64]C(C)C)=[O:63])=[N:61][C:62]([O:64]C(C)C)=[O:63]. The catalyst is O1CCCC1.O.C(OCC)(=O)C. The product is [CH3:33][C:9]1[N:8]([C:5]2[CH:4]=[CH:3][C:2]([O:1][CH:37]3[CH2:38][CH2:39][O:34][CH2:35][CH2:36]3)=[CH:7][CH:6]=2)[C:13](=[O:14])[C:12]([CH2:15][C:16]2[CH:21]=[CH:20][C:19]([C:22]3[CH:27]=[CH:26][CH:25]=[CH:24][C:23]=3[C:28]3[NH:61][C:62](=[O:63])[O:64][N:29]=3)=[CH:18][CH:17]=2)=[C:11]([CH2:30][CH2:31][CH3:32])[N:10]=1. The yield is 0.610. (5) The reactants are C(O[C:6]([N:8]1[CH2:12][CH2:11][CH2:10][CH:9]1[C:13]1[N:14](COCC[Si](C)(C)C)[C:15]([C:18]#[CH:19])=[CH:16][N:17]=1)=[O:7])(C)(C)C.Cl.[CH3:29][O:30][C:31]([NH:33][CH:34]([CH:38]([CH3:40])[CH3:39])C(O)=O)=[O:32].CN(C(ON1N=NC2C=CC=NC1=2)=[N+](C)C)C.F[P-](F)(F)(F)(F)F.CCN(C(C)C)C(C)C.FC(F)(F)C(O)=O.C(=O)(O)[O-].[Na+]. The catalyst is O1CCOCC1.C(OCC)(=O)C.ClCCl.CN(C=O)C. The product is [CH3:29][O:30][C:31](=[O:32])[NH:33][CH:34]([C:6]([N:8]1[CH2:12][CH2:11][CH2:10][CH:9]1[C:13]1[NH:14][C:15]([C:18]#[CH:19])=[CH:16][N:17]=1)=[O:7])[CH:38]([CH3:40])[CH3:39]. The yield is 1.00. (6) The reactants are [Br:1][C:2]1[CH:7]=[CH:6][C:5]([C@@H:8]([NH2:10])[CH3:9])=[CH:4][CH:3]=1.[C:11]([O-])(O)=[O:12].[Na+].ClC(Cl)(OC(=O)OC(Cl)(Cl)Cl)Cl. The catalyst is C(Cl)Cl. The product is [Br:1][C:2]1[CH:7]=[CH:6][C:5]([CH:8]([N:10]=[C:11]=[O:12])[CH3:9])=[CH:4][CH:3]=1. The yield is 0.630. (7) The reactants are [C:1]([O:5][C:6]([N:8]1[CH2:13][CH2:12][CH:11]([CH2:14][CH2:15][CH2:16][OH:17])[CH2:10][CH2:9]1)=[O:7])([CH3:4])([CH3:3])[CH3:2].[CH3:18][O:19][C:20](=[O:29])[C:21]1[CH:26]=[CH:25][C:24](O)=[C:23]([CH3:28])[CH:22]=1.C1(P(C2C=CC=CC=2)C2C=CC=CC=2)C=CC=CC=1.CCOC(/N=N/C(OCC)=O)=O. The catalyst is C1COCC1. The product is [C:1]([O:5][C:6]([N:8]1[CH2:13][CH2:12][CH:11]([CH2:14][CH2:15][CH2:16][O:17][C:24]2[CH:25]=[CH:26][C:21]([C:20]([O:19][CH3:18])=[O:29])=[CH:22][C:23]=2[CH3:28])[CH2:10][CH2:9]1)=[O:7])([CH3:4])([CH3:3])[CH3:2]. The yield is 0.530. (8) The reactants are [F:1][CH2:2][C:3]([C:7]1[CH:11]=[C:10]([NH:12][C:13](=[O:21])OC2C=CC=CC=2)[N:9]([C:22]2[CH:27]=[CH:26][CH:25]=[CH:24][CH:23]=2)[N:8]=1)([CH3:6])[CH2:4][F:5].[CH3:28][O:29][C:30]1[CH:31]=[C:32]2[C:37](=[CH:38][C:39]=1[O:40][CH2:41][CH2:42][O:43][CH3:44])[N:36]=[CH:35][N:34]=[C:33]2[O:45][C:46]1[CH:47]=[C:48]([CH:50]=[CH:51][CH:52]=1)[NH2:49].C(N(CC)C(C)C)(C)C. The catalyst is C1COCC1. The product is [F:1][CH2:2][C:3]([C:7]1[CH:11]=[C:10]([NH:12][C:13]([NH:49][C:48]2[CH:50]=[CH:51][CH:52]=[C:46]([O:45][C:33]3[C:32]4[C:37](=[CH:38][C:39]([O:40][CH2:41][CH2:42][O:43][CH3:44])=[C:30]([O:29][CH3:28])[CH:31]=4)[N:36]=[CH:35][N:34]=3)[CH:47]=2)=[O:21])[N:9]([C:22]2[CH:23]=[CH:24][CH:25]=[CH:26][CH:27]=2)[N:8]=1)([CH3:6])[CH2:4][F:5]. The yield is 0.430. (9) The reactants are [Br:1][C:2]1[CH:3]=[N:4][N:5]([CH2:7][CH2:8][NH:9][CH2:10][CH2:11][O:12][CH3:13])[CH:6]=1.[CH3:14][C:15]([O:18][C:19](O[C:19]([O:18][C:15]([CH3:17])([CH3:16])[CH3:14])=[O:20])=[O:20])([CH3:17])[CH3:16]. The catalyst is C1COCC1. The product is [Br:1][C:2]1[CH:3]=[N:4][N:5]([CH2:7][CH2:8][N:9]([CH2:10][CH2:11][O:12][CH3:13])[C:19](=[O:20])[O:18][C:15]([CH3:17])([CH3:16])[CH3:14])[CH:6]=1. The yield is 0.350. (10) The reactants are [F:1][C:2]1[C:7]([F:8])=[CH:6][C:5]([N+:9]([O-])=O)=[CH:4][C:3]=1[C@:12]1([CH3:23])[C@H:18]2[C@:16]([CH2:19][O:20][CH3:21])([CH2:17]2)[S:15][C:14]([NH2:22])=[N:13]1. The catalyst is CC(O)=O.C(O)(C(F)(F)F)=O.[Zn]. The product is [NH2:9][C:5]1[CH:6]=[C:7]([F:8])[C:2]([F:1])=[C:3]([C@:12]2([CH3:23])[C@H:18]3[C@:16]([CH2:19][O:20][CH3:21])([CH2:17]3)[S:15][C:14]([NH2:22])=[N:13]2)[CH:4]=1. The yield is 0.920.